Dataset: Forward reaction prediction with 1.9M reactions from USPTO patents (1976-2016). Task: Predict the product of the given reaction. (1) Given the reactants [C:1](Cl)([Cl:3])=[O:2].[CH2:5]1[O:13][C:12]2[C:7](=[CH:8][C:9]([N+:17]([O-:19])=[O:18])=[C:10]([CH:14]([OH:16])[CH3:15])[CH:11]=2)[O:6]1.CCOCC.CCCCCC, predict the reaction product. The product is: [Cl:3][C:1]([O:16][CH:14]([C:10]1[CH:11]=[C:12]2[O:13][CH2:5][O:6][C:7]2=[CH:8][C:9]=1[N+:17]([O-:19])=[O:18])[CH3:15])=[O:2]. (2) Given the reactants Br[C:2]1[CH:3]=[C:4]([C:19]#[N:20])[N:5]([C:7]2[CH:12]=[C:11]([C:13]([F:16])([F:15])[F:14])[CH:10]=[CH:9][C:8]=2[CH2:17]C)[CH:6]=1.Cl[C:22]1[C:23]2[CH:30]=[CH:29][N:28](COCC[Si](C)(C)C)[C:24]=2[N:25]=[CH:26][N:27]=1, predict the reaction product. The product is: [CH3:17][C:8]1[CH:9]=[CH:10][C:11]([C:13]([F:14])([F:15])[F:16])=[CH:12][C:7]=1[N:5]1[CH:6]=[C:2]([C:22]2[C:23]3[CH2:30][CH2:29][NH:28][C:24]=3[N:25]=[CH:26][N:27]=2)[CH:3]=[C:4]1[C:19]#[N:20]. (3) Given the reactants C(N(CC)CC)C.[CH2:8]([C:10]1[CH:11]=[CH:12][C:13]([CH:16]([OH:19])[CH2:17][OH:18])=[N:14][CH:15]=1)[CH3:9].[S:20](Cl)(Cl)=[O:21], predict the reaction product. The product is: [CH2:8]([C:10]1[CH:11]=[CH:12][C:13]([CH:16]2[CH2:17][O:18][S:20](=[O:21])[O:19]2)=[N:14][CH:15]=1)[CH3:9]. (4) Given the reactants [N:1]1[C:2]([CH2:10][NH:11][CH:12]2[C:21]3[N:20]=[CH:19][CH:18]=[CH:17][C:16]=3[CH2:15][CH2:14][CH2:13]2)=[CH:3][N:4]2[CH:9]=[CH:8][CH:7]=[CH:6][C:5]=12.[CH:22]([CH:24]1[CH2:29][CH2:28][N:27](C(OC(C)(C)C)=O)[CH2:26][CH2:25]1)=O, predict the reaction product. The product is: [N:1]1[C:2]([CH2:10][N:11]([CH2:22][CH:24]2[CH2:29][CH2:28][NH:27][CH2:26][CH2:25]2)[CH:12]2[C:21]3[N:20]=[CH:19][CH:18]=[CH:17][C:16]=3[CH2:15][CH2:14][CH2:13]2)=[CH:3][N:4]2[CH:9]=[CH:8][CH:7]=[CH:6][C:5]=12.